Predict the product of the given reaction. From a dataset of Forward reaction prediction with 1.9M reactions from USPTO patents (1976-2016). (1) Given the reactants [CH2:1]([CH:4]1[CH2:9][CH2:8][C:7](=[O:10])[CH2:6][C:5]1=[O:11])[CH:2]=[CH2:3].CO[CH:14](OC)[N:15]([CH3:17])[CH3:16], predict the reaction product. The product is: [CH2:1]([CH:4]1[CH2:9][CH2:8][C:7](=[O:10])[C:6](=[CH:14][N:15]([CH3:17])[CH3:16])[C:5]1=[O:11])[CH:2]=[CH2:3]. (2) Given the reactants [F:1][C:2]1[CH:3]=[C:4]([CH:9]([N:19]2C(=O)C3C(=CC=CC=3)C2=O)[CH2:10][NH:11][C:12](=[O:18])[O:13][C:14]([CH3:17])([CH3:16])[CH3:15])[CH:5]=[CH:6][C:7]=1[F:8].CN, predict the reaction product. The product is: [NH2:19][CH:9]([C:4]1[CH:5]=[CH:6][C:7]([F:8])=[C:2]([F:1])[CH:3]=1)[CH2:10][NH:11][C:12](=[O:18])[O:13][C:14]([CH3:16])([CH3:15])[CH3:17]. (3) Given the reactants [OH-].[Na+].[NH2:3][CH2:4][C:5]([OH:7])=O.[CH:8]([N:11]=[C:12]=[O:13])([CH3:10])[CH3:9].Cl, predict the reaction product. The product is: [CH:8]([N:11]1[C:5](=[O:7])[CH2:4][NH:3][C:12]1=[O:13])([CH3:10])[CH3:9]. (4) Given the reactants [NH2:1][C:2]1[N:10]=[C:9]2[C:5]([NH:6][CH:7]=[N:8]2)=[C:4]([NH2:11])[N:3]=1.[H-].[Na+].Br[CH2:15][C:16]([O:18][CH2:19][CH3:20])=[O:17].C(O)C, predict the reaction product. The product is: [NH2:1][C:2]1[N:10]=[C:9]2[C:5]([N:6]=[CH:7][N:8]2[CH2:15][C:16]([O:18][CH2:19][CH3:20])=[O:17])=[C:4]([NH2:11])[N:3]=1. (5) Given the reactants [C:1]([N:8]1[CH2:13][CH2:12][CH2:11][C:10](=[O:14])[CH2:9]1)([O:3][C:4]([CH3:7])([CH3:6])[CH3:5])=[O:2].C1COCC1.[C-:20]#[N:21].[K+].OS([O-])=O.[Na+], predict the reaction product. The product is: [C:20]([C:10]1([OH:14])[CH2:11][CH2:12][CH2:13][N:8]([C:1]([O:3][C:4]([CH3:7])([CH3:6])[CH3:5])=[O:2])[CH2:9]1)#[N:21]. (6) The product is: [CH:1]1([N:6]2[CH2:12][C:11]([F:13])([F:14])[C:10](=[O:15])[N:9]([CH3:16])[C:8]3[CH:17]=[N:18][C:19]([NH:21][C:22]4[CH:30]=[CH:29][C:25]([C:26]([NH:79][CH2:78][CH2:77][N:76]([CH3:80])[CH3:75])=[O:28])=[CH:24][C:23]=4[F:31])=[N:20][C:7]2=3)[CH2:5][CH2:4][CH2:3][CH2:2]1. Given the reactants [CH:1]1([N:6]2[CH2:12][C:11]([F:14])([F:13])[C:10](=[O:15])[N:9]([CH3:16])[C:8]3[CH:17]=[N:18][C:19]([NH:21][C:22]4[CH:30]=[CH:29][C:25]([C:26]([OH:28])=O)=[CH:24][C:23]=4[F:31])=[N:20][C:7]2=3)[CH2:5][CH2:4][CH2:3][CH2:2]1.ON1C2C=CC=CC=2N=N1.F[P-](F)(F)(F)(F)F.CN(C(N(C)C)=[N+]1C2C=CC=CC=2[N+]([O-])=N1)C.C(N(C(C)C)CC)(C)C.[CH3:75][N:76]([CH3:80])[CH2:77][CH2:78][NH2:79], predict the reaction product. (7) Given the reactants [C:1]([OH:6])(=[O:5])[C@H:2]([CH3:4])[OH:3].[C:7]([OH:12])(=[O:11])[C@@H:8]([CH3:10])[OH:9], predict the reaction product. The product is: [CH3:4][C@@H:2]1[O:3][C:7](=[O:11])[C@H:8]([CH3:10])[O:6][C:1]1=[O:5].[CH3:10][CH:8]1[O:9][C:1](=[O:5])[CH:2]([CH3:4])[O:12][C:7]1=[O:11]. (8) Given the reactants [H-].[H-].[H-].[H-].[Li+].[Al+3].[Cl:7][C:8]1[C:17]([Cl:18])=[CH:16][CH:15]=[CH:14][C:9]=1[C:10](OC)=[O:11], predict the reaction product. The product is: [Cl:7][C:8]1[C:17]([Cl:18])=[CH:16][CH:15]=[CH:14][C:9]=1[CH2:10][OH:11]. (9) Given the reactants [CH3:1][S:2]([C:5]1[CH:10]=[CH:9][C:8]([C:11]2[C:12]3[N:13]([N:17]=[C:18]([NH2:20])[N:19]=3)[CH:14]=[CH:15][CH:16]=2)=[CH:7][CH:6]=1)(=[O:4])=[O:3].Br[C:22]1[CH:35]=[CH:34][C:25]([O:26][CH2:27][CH2:28][N:29]2[CH2:33][CH2:32][CH2:31][CH2:30]2)=[CH:24][CH:23]=1, predict the reaction product. The product is: [CH3:1][S:2]([C:5]1[CH:10]=[CH:9][C:8]([C:11]2[C:12]3[N:13]([N:17]=[C:18]([NH:20][C:22]4[CH:23]=[CH:24][C:25]([O:26][CH2:27][CH2:28][N:29]5[CH2:30][CH2:31][CH2:32][CH2:33]5)=[CH:34][CH:35]=4)[N:19]=3)[CH:14]=[CH:15][CH:16]=2)=[CH:7][CH:6]=1)(=[O:3])=[O:4]. (10) Given the reactants [H-].[Na+].[CH2:3]([O:10][CH2:11][CH2:12][O:13][CH2:14][CH2:15][OH:16])[C:4]1[CH:9]=[CH:8][CH:7]=[CH:6][CH:5]=1.[Br:17][CH2:18][CH2:19][CH2:20][CH2:21]Br, predict the reaction product. The product is: [Br:17][CH2:18][CH2:19][CH2:20][CH2:21][O:16][CH2:15][CH2:14][O:13][CH2:12][CH2:11][O:10][CH2:3][C:4]1[CH:9]=[CH:8][CH:7]=[CH:6][CH:5]=1.